The task is: Regression/Classification. Given a drug SMILES string, predict its toxicity properties. Task type varies by dataset: regression for continuous values (e.g., LD50, hERG inhibition percentage) or binary classification for toxic/non-toxic outcomes (e.g., AMES mutagenicity, cardiotoxicity, hepatotoxicity). Dataset: herg_karim.. This data is from hERG potassium channel inhibition data for cardiac toxicity prediction from Karim et al.. (1) The compound is O=C(O)C1=CCCN(C2CC[C@]3(Cc4ccccc4Cc4ccccc43)C2)C1. The result is 0 (non-blocker). (2) The drug is CCNC(=O)c1ccc(C2=CC3(CCNCC3)Oc3ccccc32)cc1. The result is 0 (non-blocker). (3) The molecule is CC1=C(C/C=C(\C)CCCC(C)CCCC(C)CCCC(C)C)C(=O)c2ccccc2C1=O. The result is 1 (blocker). (4) The compound is Cn1ccc(NC(=O)c2cc(Oc3ccc(C(=O)N4CCC4)cc3)cc(O[C@H]3CCOC3)c2)n1. The result is 0 (non-blocker).